Dataset: Catalyst prediction with 721,799 reactions and 888 catalyst types from USPTO. Task: Predict which catalyst facilitates the given reaction. (1) Reactant: [O:1]1[C:5]2([CH2:10][CH2:9][CH:8]([C:11](OCC)=[O:12])[CH2:7][CH2:6]2)[O:4][CH2:3][CH2:2]1.[BH4-].[Li+]. Product: [O:1]1[C:5]2([CH2:10][CH2:9][CH:8]([CH2:11][OH:12])[CH2:7][CH2:6]2)[O:4][CH2:3][CH2:2]1. The catalyst class is: 1. (2) Reactant: CN(C)CCN.[CH3:7][O:8][CH2:9][CH2:10][O:11][N:12]1C(=O)C2=CC=CC=C2C1=O.C(O)(=O)C.[C:27]([C:30]1[CH:35]=[C:34]([Cl:36])[CH:33]=[CH:32][C:31]=1[NH:37][S:38]([C:41]([F:44])([F:43])[F:42])(=[O:40])=[O:39])(=O)[CH3:28]. Product: [Cl:36][C:34]1[CH:33]=[CH:32][C:31]([NH:37][S:38]([C:41]([F:44])([F:43])[F:42])(=[O:40])=[O:39])=[C:30]([C:27](=[N:12][O:11][CH2:10][CH2:9][O:8][CH3:7])[CH3:28])[CH:35]=1. The catalyst class is: 14. (3) Reactant: [CH3:1][C:2]1[CH:19]=[CH:18][CH:17]=[CH:16][C:3]=1[C:4]([C:6]1[CH:15]=[CH:14][C:9]([C:10]([O:12][CH3:13])=[O:11])=[CH:8][CH:7]=1)=[O:5].[Br:20]N1C(=O)CCC1=O.N(C(C)(C)C#N)=NC(C)(C)C#N. Product: [Br:20][CH2:1][C:2]1[CH:19]=[CH:18][CH:17]=[CH:16][C:3]=1[C:4]([C:6]1[CH:15]=[CH:14][C:9]([C:10]([O:12][CH3:13])=[O:11])=[CH:8][CH:7]=1)=[O:5]. The catalyst class is: 717. (4) Reactant: C([NH:8][C:9]12[CH2:16][CH2:15][C:12]([C:17]([O:19][CH2:20][CH3:21])=[O:18])([CH2:13][CH2:14]1)[C:11](=[O:22])[CH2:10]2)C1C=CC=CC=1.N#N. Product: [NH2:8][C:9]12[CH2:14][CH2:13][C:12]([C:17]([O:19][CH2:20][CH3:21])=[O:18])([CH2:15][CH2:16]1)[C:11](=[O:22])[CH2:10]2. The catalyst class is: 19. (5) The catalyst class is: 41. Reactant: [NH2:1][C:2]1[C:7]2[C:8]([C:11]3[CH:16]=[CH:15][C:14]([NH:17][C:18]([NH:20][C:21]4[CH:26]=[CH:25][CH:24]=[C:23]([F:27])[CH:22]=4)=[O:19])=[CH:13][CH:12]=3)=[CH:9][S:10][C:6]=2[C:5]([C:28]2[CH:29]=[N:30][N:31]([CH2:33][CH2:34][OH:35])[CH:32]=2)=[CH:4][N:3]=1.[S:36](=[O:40])(=[O:39])([OH:38])[OH:37]. Product: [S:36]([OH:40])([OH:39])(=[O:38])=[O:37].[NH2:1][C:2]1[C:7]2[C:8]([C:11]3[CH:12]=[CH:13][C:14]([NH:17][C:18]([NH:20][C:21]4[CH:26]=[CH:25][CH:24]=[C:23]([F:27])[CH:22]=4)=[O:19])=[CH:15][CH:16]=3)=[CH:9][S:10][C:6]=2[C:5]([C:28]2[CH:29]=[N:30][N:31]([CH2:33][CH2:34][OH:35])[CH:32]=2)=[CH:4][N:3]=1. (6) Reactant: [C:1]([N:4]1[C:13]2[C:8](=[CH:9][C:10]([C:14]([NH:16][CH3:17])=[O:15])=[CH:11][CH:12]=2)[CH:7]([NH2:18])[CH:6]([CH3:19])[CH:5]1[CH3:20])(=[O:3])[CH3:2].Cl[C:22]1[N:23]=[CH:24][C:25]([C:28]#[N:29])=[N:26][CH:27]=1.CCN(C(C)C)C(C)C. Product: [C:1]([N:4]1[C:13]2[C:8](=[CH:9][C:10]([C:14]([NH:16][CH3:17])=[O:15])=[CH:11][CH:12]=2)[CH:7]([NH:18][C:22]2[CH:27]=[N:26][C:25]([C:28]#[N:29])=[CH:24][N:23]=2)[CH:6]([CH3:19])[CH:5]1[CH3:20])(=[O:3])[CH3:2]. The catalyst class is: 37.